From a dataset of NCI-60 drug combinations with 297,098 pairs across 59 cell lines. Regression. Given two drug SMILES strings and cell line genomic features, predict the synergy score measuring deviation from expected non-interaction effect. (1) Drug 1: CC1OCC2C(O1)C(C(C(O2)OC3C4COC(=O)C4C(C5=CC6=C(C=C35)OCO6)C7=CC(=C(C(=C7)OC)O)OC)O)O. Drug 2: CCCCC(=O)OCC(=O)C1(CC(C2=C(C1)C(=C3C(=C2O)C(=O)C4=C(C3=O)C=CC=C4OC)O)OC5CC(C(C(O5)C)O)NC(=O)C(F)(F)F)O. Cell line: MOLT-4. Synergy scores: CSS=49.5, Synergy_ZIP=-2.78, Synergy_Bliss=-5.09, Synergy_Loewe=-11.7, Synergy_HSA=-3.49. (2) Drug 1: C1C(C(OC1N2C=NC3=C2NC=NCC3O)CO)O. Drug 2: N.N.Cl[Pt+2]Cl. Cell line: HOP-92. Synergy scores: CSS=51.5, Synergy_ZIP=-2.18, Synergy_Bliss=-2.75, Synergy_Loewe=-3.24, Synergy_HSA=-0.851. (3) Drug 1: CC1CCC2CC(C(=CC=CC=CC(CC(C(=O)C(C(C(=CC(C(=O)CC(OC(=O)C3CCCCN3C(=O)C(=O)C1(O2)O)C(C)CC4CCC(C(C4)OC)OCCO)C)C)O)OC)C)C)C)OC. Drug 2: C(CC(=O)O)C(=O)CN.Cl. Cell line: SNB-19. Synergy scores: CSS=24.7, Synergy_ZIP=-3.19, Synergy_Bliss=-2.64, Synergy_Loewe=-28.6, Synergy_HSA=0.133.